From a dataset of Peptide-MHC class II binding affinity with 134,281 pairs from IEDB. Regression. Given a peptide amino acid sequence and an MHC pseudo amino acid sequence, predict their binding affinity value. This is MHC class II binding data. The peptide sequence is GELQIWDKIDAAFKI. The MHC is DRB1_0404 with pseudo-sequence DRB1_0404. The binding affinity (normalized) is 0.576.